From a dataset of Forward reaction prediction with 1.9M reactions from USPTO patents (1976-2016). Predict the product of the given reaction. (1) Given the reactants [Cl:1][C:2]1[CH:3]=[CH:4][CH:5]=[C:6]2[C:11]=1[CH:10]=[N:9][CH:8]=[CH:7]2.[Br:12]Br.Cl, predict the reaction product. The product is: [Br:12][C:7]1[C:6]2[C:11](=[C:2]([Cl:1])[CH:3]=[CH:4][CH:5]=2)[CH:10]=[N:9][CH:8]=1. (2) Given the reactants [CH2:1]([N:8]1[CH2:13][CH2:12][C:11](=[O:14])[CH:10]([CH3:15])[CH2:9]1)[C:2]1[CH:7]=[CH:6][CH:5]=[CH:4][CH:3]=1.[F:16][C:17]([Si](C)(C)C)([F:19])[F:18].[F-].C([N+](CCCC)(CCCC)CCCC)CCC.Cl, predict the reaction product. The product is: [CH2:1]([N:8]1[CH2:13][CH2:12][C:11]([OH:14])([C:17]([F:19])([F:18])[F:16])[CH:10]([CH3:15])[CH2:9]1)[C:2]1[CH:3]=[CH:4][CH:5]=[CH:6][CH:7]=1. (3) Given the reactants Cl.Cl.[NH2:3][C:4]1[CH:9]=[C:8]([NH2:10])[C:7]([OH:11])=[CH:6][C:5]=1[OH:12].[OH:13][C:14]1[CH:22]=[C:21]([C:23]([OH:25])=[O:24])[C:20]([OH:26])=[CH:19][C:15]=1[C:16]([OH:18])=[O:17].OC1C=C(C([O-])=O)C(O)=CC=1C([O-])=O.[Na+].[Na+], predict the reaction product. The product is: [NH2:3][C:4]1[CH:9]=[C:8]([NH2:10])[C:7]([OH:11])=[CH:6][C:5]=1[OH:12].[OH:13][C:14]1[CH:22]=[C:21]([C:23]([O-:25])=[O:24])[C:20]([OH:26])=[CH:19][C:15]=1[C:16]([O-:18])=[O:17]. (4) Given the reactants [C:1]([N:4]1[C:13]2[C:12]3=[N:14][C:15]([CH3:17])=[CH:16][N:11]3[CH:10]=[CH:9][C:8]=2[C:7](=[O:18])[C@H:6]([O:19][C:20](=[O:25])[C:21]([CH3:24])([CH3:23])[CH3:22])[C@H:5]1[C:26]1[CH:31]=[CH:30][CH:29]=[CH:28][CH:27]=1)(=[O:3])[CH3:2].C([BH3-])#N.[Na+].CN(C1C=CC(N=NC2C=CC(S([O-])(=O)=O)=CC=2)=CC=1)C.[Na+].Cl, predict the reaction product. The product is: [C:1]([N:4]1[C:13]2[C:12]3=[N:14][C:15]([CH3:17])=[CH:16][N:11]3[CH:10]=[CH:9][C:8]=2[C@@H:7]([OH:18])[C@H:6]([O:19][C:20](=[O:25])[C:21]([CH3:24])([CH3:23])[CH3:22])[C@H:5]1[C:26]1[CH:27]=[CH:28][CH:29]=[CH:30][CH:31]=1)(=[O:3])[CH3:2].